This data is from Reaction yield outcomes from USPTO patents with 853,638 reactions. The task is: Predict the reaction yield, written as a fraction of the theoretical maximum amount of product (1.0 means a 100% yield; for example, 0.34 means a 34% yield). (1) The reactants are [CH2:1]([N:3]([CH2:23][CH3:24])[C:4]([CH:6]1[C:18]2[C:17]3[C:12](=[CH:13][CH:14]=[CH:15][CH:16]=3)[N:11]([CH2:19][CH2:20][OH:21])[C:10]=2[CH2:9][CH:8]([CH3:22])[CH2:7]1)=[O:5])[CH3:2].N1C=CC=CC=1.[CH3:31][S:32](Cl)(=[O:34])=[O:33]. The catalyst is ClCCl. The product is [CH2:23]([N:3]([CH2:1][CH3:2])[C:4]([CH:6]1[C:18]2[C:17]3[C:12](=[CH:13][CH:14]=[CH:15][CH:16]=3)[N:11]([CH2:19][CH2:20][O:21][S:32]([CH3:31])(=[O:34])=[O:33])[C:10]=2[CH2:9][CH:8]([CH3:22])[CH2:7]1)=[O:5])[CH3:24]. The yield is 0.800. (2) The reactants are [C:1]1([CH3:13])[CH:6]=[CH:5][C:4]([C:7]2[N:11]=[C:10](Cl)[S:9][N:8]=2)=[CH:3][CH:2]=1.[F:14][C:15]1[CH:20]=[CH:19][C:18]([Mg]Br)=[CH:17][CH:16]=1.O=O. The catalyst is Cl[Ni]1(Cl)[P](C2C=CC=CC=2)(C2C=CC=CC=2)CCC[P]1(C1C=CC=CC=1)C1C=CC=CC=1.C1COCC1. The product is [F:14][C:15]1[CH:20]=[CH:19][C:18]([C:10]2[S:9][N:8]=[C:7]([C:4]3[CH:5]=[CH:6][C:1]([CH3:13])=[CH:2][CH:3]=3)[N:11]=2)=[CH:17][CH:16]=1. The yield is 0.310. (3) The reactants are Cl.[NH:2]1[CH2:7][CH2:6][CH2:5][CH:4]([C:8]2[CH:23]=[CH:22][C:11]([O:12][C:13]3[CH:21]=[CH:20][C:16]([C:17]([NH2:19])=[O:18])=[CH:15][N:14]=3)=[CH:10][CH:9]=2)[CH2:3]1.Br[CH2:25][CH2:26][CH:27]1[CH2:32][CH2:31][CH2:30][CH2:29][CH2:28]1.C(=O)([O-])[O-].[K+].[K+]. The catalyst is CN(C)C=O. The product is [CH:27]1([CH2:26][CH2:25][N:2]2[CH2:7][CH2:6][CH2:5][CH:4]([C:8]3[CH:9]=[CH:10][C:11]([O:12][C:13]4[CH:21]=[CH:20][C:16]([C:17]([NH2:19])=[O:18])=[CH:15][N:14]=4)=[CH:22][CH:23]=3)[CH2:3]2)[CH2:32][CH2:31][CH2:30][CH2:29][CH2:28]1. The yield is 0.420. (4) The reactants are [CH2:1]([Zn]CC)C.FC(F)(F)C(O)=O.C(I)I.[Br:16][C:17]1[CH:18]=[C:19]2[C:23](=[CH:24][CH:25]=1)[C:22](=[CH2:26])[CH2:21][CH2:20]2. No catalyst specified. The product is [Br:16][C:17]1[CH:18]=[C:19]2[C:23](=[CH:24][CH:25]=1)[C:22]1([CH2:1][CH2:26]1)[CH2:21][CH2:20]2. The yield is 0.950.